From a dataset of Full USPTO retrosynthesis dataset with 1.9M reactions from patents (1976-2016). Predict the reactants needed to synthesize the given product. (1) The reactants are: C([O:5][C:6]([C:8]1([CH2:11][CH2:12][CH2:13][CH2:14][C:15](=[O:28])[CH2:16][CH2:17][CH2:18][CH2:19][C:20]([CH3:27])([CH3:26])[C:21]([O:23]CC)=[O:22])[CH2:10][CH2:9]1)=[O:7])(C)(C)C.[OH-].[Na+]. Given the product [C:6]([C:8]1([CH2:11][CH2:12][CH2:13][CH2:14][C:15](=[O:28])[CH2:16][CH2:17][CH2:18][CH2:19][C:20]([CH3:26])([CH3:27])[C:21]([OH:23])=[O:22])[CH2:10][CH2:9]1)([OH:7])=[O:5], predict the reactants needed to synthesize it. (2) Given the product [CH:17]1([C:20]2[CH:21]=[C:22]([CH3:32])[C:23]([N:26]3[CH2:27][CH2:28][N:29]([C:12]([C:11]4[CH:10]=[CH:9][C:8]([CH2:7][N:3]5[CH2:4][CH2:5][CH2:6][C:2]5=[O:1])=[CH:16][CH:15]=4)=[O:14])[CH2:30][CH2:31]3)=[N:24][CH:25]=2)[CH2:19][CH2:18]1, predict the reactants needed to synthesize it. The reactants are: [O:1]=[C:2]1[CH2:6][CH2:5][CH2:4][N:3]1[CH2:7][C:8]1[CH:16]=[CH:15][C:11]([C:12]([OH:14])=O)=[CH:10][CH:9]=1.[CH:17]1([C:20]2[CH:21]=[C:22]([CH3:32])[C:23]([N:26]3[CH2:31][CH2:30][NH:29][CH2:28][CH2:27]3)=[N:24][CH:25]=2)[CH2:19][CH2:18]1.